From a dataset of Full USPTO retrosynthesis dataset with 1.9M reactions from patents (1976-2016). Predict the reactants needed to synthesize the given product. Given the product [CH3:1][O:2][C:3](=[O:29])[NH:4][C@H:5]([C:9]([N:11]1[CH2:15][C@@H:14]([OH:16])[CH2:13][C@H:12]1[C:17]1[NH:18][CH:19]=[C:20]([C:22]2[CH:27]=[CH:26][C:25]([C:38]3[CH:43]=[CH:42][C:41]([NH2:44])=[CH:40][CH:39]=3)=[CH:24][CH:23]=2)[N:21]=1)=[O:10])[CH:6]([CH3:8])[CH3:7], predict the reactants needed to synthesize it. The reactants are: [CH3:1][O:2][C:3](=[O:29])[NH:4][C@H:5]([C:9]([N:11]1[CH2:15][C@@H:14]([OH:16])[CH2:13][C@H:12]1[C:17]1[NH:18][CH:19]=[C:20]([C:22]2[CH:27]=[CH:26][C:25](Br)=[CH:24][CH:23]=2)[N:21]=1)=[O:10])[CH:6]([CH3:8])[CH3:7].CC1(C)C(C)(C)OB([C:38]2[CH:43]=[CH:42][C:41]([NH2:44])=[CH:40][CH:39]=2)O1.C(=O)([O-])[O-].[Na+].[Na+].